This data is from NCI-60 drug combinations with 297,098 pairs across 59 cell lines. The task is: Regression. Given two drug SMILES strings and cell line genomic features, predict the synergy score measuring deviation from expected non-interaction effect. (1) Drug 1: CC(C1=C(C=CC(=C1Cl)F)Cl)OC2=C(N=CC(=C2)C3=CN(N=C3)C4CCNCC4)N. Drug 2: CN1C2=C(C=C(C=C2)N(CCCl)CCCl)N=C1CCCC(=O)O.Cl. Cell line: OVCAR-5. Synergy scores: CSS=0.694, Synergy_ZIP=-1.10, Synergy_Bliss=0.770, Synergy_Loewe=-9.11, Synergy_HSA=-1.19. (2) Drug 1: CC1=C(N=C(N=C1N)C(CC(=O)N)NCC(C(=O)N)N)C(=O)NC(C(C2=CN=CN2)OC3C(C(C(C(O3)CO)O)O)OC4C(C(C(C(O4)CO)O)OC(=O)N)O)C(=O)NC(C)C(C(C)C(=O)NC(C(C)O)C(=O)NCCC5=NC(=CS5)C6=NC(=CS6)C(=O)NCCC[S+](C)C)O. Drug 2: C1CN(CCN1C(=O)CCBr)C(=O)CCBr. Cell line: SF-539. Synergy scores: CSS=44.5, Synergy_ZIP=-6.73, Synergy_Bliss=-0.982, Synergy_Loewe=-13.8, Synergy_HSA=2.09.